From a dataset of Full USPTO retrosynthesis dataset with 1.9M reactions from patents (1976-2016). Predict the reactants needed to synthesize the given product. (1) Given the product [ClH:55].[ClH:55].[NH2:20][CH2:21][CH2:22][CH2:23][N:24]1[C:28]2[CH:29]=[C:30]([C:33]([N:49]3[CH2:54][CH2:53][CH2:52][CH2:51][CH2:50]3)=[O:34])[CH:31]=[CH:32][C:27]=2[N:26]=[C:25]1[NH:36][C:37]1[CH:42]=[C:41]([O:43][CH3:44])[C:40]([O:45][CH3:46])=[C:39]([O:47][CH3:48])[CH:38]=1, predict the reactants needed to synthesize it. The reactants are: C(N1C=CN=C1)(N1C=CN=C1)=O.C(OC([NH:20][CH2:21][CH2:22][CH2:23][N:24]1[C:28]2[CH:29]=[C:30]([C:33](O)=[O:34])[CH:31]=[CH:32][C:27]=2[N:26]=[C:25]1[NH:36][C:37]1[CH:42]=[C:41]([O:43][CH3:44])[C:40]([O:45][CH3:46])=[C:39]([O:47][CH3:48])[CH:38]=1)=O)(C)(C)C.[NH:49]1[CH2:54][CH2:53][CH2:52][CH2:51][CH2:50]1.[ClH:55]. (2) Given the product [Cl:23][C@H:1]([B:7]([O:21][C:10]12[CH2:18][CH:14]([C:15]1([CH3:17])[CH3:16])[CH2:13][CH2:12][C:11]2([OH:20])[CH3:19])[OH:9])[CH2:2][CH2:3][CH2:4][CH2:32][CH:30]=[CH2:31], predict the reactants needed to synthesize it. The reactants are: [CH2:1]([B:7]([OH:9])O)[CH2:2][CH2:3][CH2:4]C=C.[C:10]12([OH:21])[CH2:18][CH:14]([C:15]1([CH3:17])[CH3:16])[CH2:13][CH2:12][C:11]2([OH:20])[CH3:19].C(Cl)[Cl:23].[Li+].CC([N-][CH:30]([CH3:32])[CH3:31])C. (3) Given the product [C:1]([O:4][CH2:5][C@H:6]([CH3:19])[CH2:7][CH:8]([NH:15][C:16](=[O:18])[CH3:17])[C:9]1[S:10][C:11]([C:30]#[C:29][CH2:28][CH2:27][CH2:26][C:20]2[CH:25]=[CH:24][CH:23]=[CH:22][CH:21]=2)=[CH:12][CH:13]=1)(=[O:3])[CH3:2], predict the reactants needed to synthesize it. The reactants are: [C:1]([O:4][CH2:5][C@H:6]([CH3:19])[CH2:7][CH:8]([NH:15][C:16](=[O:18])[CH3:17])[C:9]1[S:10][C:11](Br)=[CH:12][CH:13]=1)(=[O:3])[CH3:2].[C:20]1([CH2:26][CH2:27][CH2:28][C:29]#[CH:30])[CH:25]=[CH:24][CH:23]=[CH:22][CH:21]=1.C(N(CC)CC)C.O. (4) The reactants are: [CH:1]([C:3]1[N:4]=[CH:5][C:6]([NH:9][C:10](=[O:27])[CH:11]([NH:15][C:16](=[O:26])[CH2:17][C:18]2[CH:23]=[C:22]([F:24])[CH:21]=[C:20]([F:25])[CH:19]=2)[CH2:12][CH2:13][CH3:14])=[N:7][CH:8]=1)=O.[CH3:28][NH:29][CH2:30][CH2:31][CH:32]([CH3:34])[CH3:33].S([O-])([O-])(=O)=O.[Na+].[Na+].C(O[BH-](OC(=O)C)OC(=O)C)(=O)C.[Na+]. Given the product [CH3:28][N:29]([CH2:1][C:3]1[N:4]=[CH:5][C:6]([NH:9][C:10](=[O:27])[CH:11]([NH:15][C:16](=[O:26])[CH2:17][C:18]2[CH:23]=[C:22]([F:24])[CH:21]=[C:20]([F:25])[CH:19]=2)[CH2:12][CH2:13][CH3:14])=[N:7][CH:8]=1)[CH2:30][CH2:31][CH:32]([CH3:34])[CH3:33], predict the reactants needed to synthesize it.